Dataset: Full USPTO retrosynthesis dataset with 1.9M reactions from patents (1976-2016). Task: Predict the reactants needed to synthesize the given product. (1) Given the product [CH3:19][C:20]1[O:4][C:3]([C:5]2[CH:10]=[CH:9][N:8]=[C:7]([NH:11][C:12](=[O:18])[O:13][C:14]([CH3:15])([CH3:17])[CH3:16])[CH:6]=2)=[N:1][N:2]=1, predict the reactants needed to synthesize it. The reactants are: [NH:1]([C:3]([C:5]1[CH:10]=[CH:9][N:8]=[C:7]([NH:11][C:12](=[O:18])[O:13][C:14]([CH3:17])([CH3:16])[CH3:15])[CH:6]=1)=[O:4])[NH2:2].[CH2:19](N(CC)CC)[CH3:20].C(Cl)(=O)C.C1(C)C=CC(S(Cl)(=O)=O)=CC=1. (2) Given the product [NH2:14][C:15]1[C:24]2[C:19](=[C:20]([C:6]3[CH:5]=[C:4]4[C:9]([CH2:10][C:2](=[O:1])[NH:3]4)=[CH:8][CH:7]=3)[CH:21]=[CH:22][CH:23]=2)[N:18]=[N:17][C:16]=1[C:26]([NH2:28])=[O:27], predict the reactants needed to synthesize it. The reactants are: [O:1]=[C:2]1[CH2:10][C:9]2[C:4](=[CH:5][CH:6]=[C:7](B(O)O)[CH:8]=2)[NH:3]1.[NH2:14][C:15]1[C:24]2[C:19](=[C:20](Br)[CH:21]=[CH:22][CH:23]=2)[N:18]=[N:17][C:16]=1[C:26]([NH2:28])=[O:27].